Dataset: Drug-target binding data from BindingDB using Ki measurements. Task: Regression. Given a target protein amino acid sequence and a drug SMILES string, predict the binding affinity score between them. We predict pKi (pKi = -log10(Ki in M); higher means stronger inhibition). Dataset: bindingdb_ki. (1) The drug is CNCC(=O)NCc1ccc(S(N)(=O)=O)cc1. The target protein (Q95323) has sequence MRLLLALLVLAAAPPQARAASHWCYQIQVKPSNYTCLEPDEWEGSCQNNRQSPVNIVTAKTQLDPNLGRFSFSGYNMKHQWVVQNNGHTVMVLLENKPSIAGGGLSTRYQATQLHLHWSRAMDRGSEHSFDGERFAMEMHIVHEKEKGLSGNASQNQFAEDEIAVLAFMVEDGSKNVNFQPLVEALSDIPRPNMNTTMKEGVSLFDLLPEEESLRHYFRYLGSLTTPTCDEKVVWTVFQKPIQLHRDQILAFSQKLFYDDQQKVNMTDNVRPVQSLGQRQVFRSGAPGLLLAQPLPTLLAPVLACLTVGFLR. The pKi is 7.1. (2) The small molecule is CC(N)Cc1cccc(C(F)(F)F)c1. The target is MLLARMKPQVQPELGGADQ. The pKi is 6.8. (3) The small molecule is CC(=O)N[C@@H](CC(C)C)C(=O)NC(C)C(=O)CNC(=O)Cc1cccc(-c2ccccn2)c1. The target protein sequence is VTPVKNQGQCGSCWAFSATGALEGQMFRKTGRLISLSEQNLVDCSGPQGNEGCNGGLMDYAFQYVQDNGGLDSEESYPYEATEESCKYNPKYSVANDTGFVDIPKQEKALMKAVATVGPISVAIDAGHESFLFYKEGIYFEPDCSSEDMDHGVLVVGYGFESSESDNNKYWLVKN. The pKi is 6.0. (4) The compound is CCN(CC)CC#CCOC(=O)[C@](O)(c1ccccc1)C1CCCCC1. The target protein (P17200) has sequence MHNLSAQPWQAKMANLTYDNVTLSNRSEVAIQPPTNYKTVELVFIATVTGSLSLVTVVGNILVMLSIKVNRQLQTVNNYFLFSLACADLIIGVFSMNLYTVYIIKGYWPLGAVVCDLWLALDYVVSNASVMNLLIISFDRYFCVTKPLTYPARRTTKMAGLMIAAAWILSFILWAPAILFWQFIVGKRTVHERECYIQFLSNPAVTFGTAIAAFYLPVVIMTVLYIHISLASRSRVRRHKPESRKERKGKSLSFFKAPPVKQNNNNSPKRAVEVKEEVRNGKVDDQPSAQTEATGQQEEKETSNESSTVSMTQTTKDKPTTEILPAGQGQSPAHPRVNPTSKWSKIKIVTKQTGTESVTAIEIVPAKAGASDHNSLSNSRPANVARKFASIARSQVRKKRQMAAREKKVTRTIFAILLAFILTWTPYNVMVLINTFCETCVPETVWSIGYWLCYVNSTINPACYALCNATFKKTFKHLLMCQYRNIGTAR. The pKi is 8.6. (5) The drug is CCN(C(C)=O)c1cccc(-c2ccnc3c(C#N)cnn23)c1. The target protein (Q06278) has sequence MDRASELLFYVNGRKVIEKNVDPETMLLPYLRKKLRLTGTKYGCGGGGCGACTVMISRYNPITKRIRHHPANACLIPICSLYGAAVTTVEGIGSTHTRIHPVQERIAKCHGTQCGFCTPGMVMSIYTLLRNHPEPTLDQLTDALGGNLCRCTGYRPIIDACKTFCKTSGCCQSKENGVCCLDQGINGLPEFEEGSKTSPKLFAEEEFLPLDPTQELIFPPELMIMAEKQSQRTRVFGSERMMWFSPVTLKELLEFKFKYPQAPVIMGNTSVGPEVKFKGVFHPVIISPDRIEELSVVNHAYNGLTLGAGLSLAQVKDILADVVQKLPEEKTQMYHALLKHLGTLAGSQIRNMASLGGHIISRHPDSDLNPILAVGNCTLNLLSKEGKRQIPLNEQFLSKCPNADLKPQEILVSVNIPYSRKWEFVSAFRQAQRQENALAIVNSGMRVFFGEGDGIIRELCISYGGVGPATICAKNSCQKLIGRHWNEQMLDIACRLILNE.... The pKi is 4.1. (6) The drug is Nc1ncnc2nc(-c3ccc(N4CCOCC4)nc3)cc(-c3cccc(Br)c3)c12. The target protein (P35524) has sequence MERSQSQQHGGEQSWWGTAPQYQYMPFEHCTSYGLPSENGGLQHRPRKDLGPRHNAHPTQIYGHHKEQYSYQAQDRGIPKKTDSSSTVDSLDEDHYSKCQDCVHRLGRVLRRKLGEDWIFLVLLGLLMALVSWCMDYVSAKSLQAYKWTYAQMQPSLPLQYLAWVTFPLILILFSALFCQLISPQAVGSGIPEMKTILRGVVLKEYLTLKAFVAKVVALTAGLGSGIPVGKEGPFVHIASICAAVLSKFMSMFSGVYEQPYYYTDILTVGCAVGVGCCFGTPLGGVLFSIEVTSTYFAVRNYWRGFFAATFSAFVFRVLAVWNKDAVTITALFRTNFRMDFPFDLKELPAFAVIGICCGFLGAVFVYLHRQVMLGVRKHKALSQFLAKHRLLYPGIVTFVIASLTFPPGMGQFMAGELMPREAISTLFDNNTWVKHIGDPKSLGQSAVWIHPQVNVVIIILLFFVMKFWMSIVATTMPIPCGGFMPVFVLGAAFGRLVGE.... The pKi is 5.0. (7) The drug is CC(C)(C)NC(=O)[C@@H]1CN(Cc2cccnc2)CCN1C[C@@H](O)C[C@@H](Cc1ccccc1)C(=O)N[C@H]1c2ccccc2C[C@H]1O. The target protein sequence is PQITLWKRPLVTIKIGGQLKEALLDTGADNTVIEEMSLPGRWKPKMIGGIGGFIKVRQYDQIIIEIAGHKAIGTVLVGPTPVNIIGRNLLTQIGATLNF. The pKi is 8.3.